This data is from Catalyst prediction with 721,799 reactions and 888 catalyst types from USPTO. The task is: Predict which catalyst facilitates the given reaction. (1) Reactant: [Br:1][C:2]1[CH:7]=[CH:6][C:5](/[C:8](=[N:22]\[O:23][CH2:24][CH3:25])/[CH:9]2[CH2:14][CH2:13][N:12]([C:15]3([CH3:21])[CH2:20][CH2:19][NH:18][CH2:17][CH2:16]3)[CH2:11][CH2:10]2)=[CH:4][CH:3]=1.[Cl:26][C:27]1[CH:36]=[C:35]2[C:30]([C:31]([C:37](O)=[O:38])=[CH:32][CH:33]=[N:34]2)=[CH:29][CH:28]=1.CCN(CC)CC.CN(C(ON1N=NC2C=CC=NC1=2)=[N+](C)C)C.F[P-](F)(F)(F)(F)F. Product: [Br:1][C:2]1[CH:7]=[CH:6][C:5](/[C:8](=[N:22]\[O:23][CH2:24][CH3:25])/[CH:9]2[CH2:10][CH2:11][N:12]([C:15]3([CH3:21])[CH2:20][CH2:19][N:18]([C:37]([C:31]4[C:30]5[C:35](=[CH:36][C:27]([Cl:26])=[CH:28][CH:29]=5)[N:34]=[CH:33][CH:32]=4)=[O:38])[CH2:17][CH2:16]3)[CH2:13][CH2:14]2)=[CH:4][CH:3]=1. The catalyst class is: 3. (2) Reactant: [F:1][C:2]([F:15])([C:7]1[CH:12]=[CH:11][C:10]([CH2:13][OH:14])=[CH:9][CH:8]=1)[C:3]([F:6])([F:5])[F:4].C(N(CC)CC)C.[C:23]1([CH3:33])[CH:28]=[CH:27][C:26]([S:29](Cl)(=[O:31])=[O:30])=[CH:25][CH:24]=1. Product: [CH3:33][C:23]1[CH:28]=[CH:27][C:26]([S:29]([O:14][CH2:13][C:10]2[CH:11]=[CH:12][C:7]([C:2]([F:15])([F:1])[C:3]([F:5])([F:4])[F:6])=[CH:8][CH:9]=2)(=[O:31])=[O:30])=[CH:25][CH:24]=1. The catalyst class is: 4.